From a dataset of Forward reaction prediction with 1.9M reactions from USPTO patents (1976-2016). Predict the product of the given reaction. (1) The product is: [CH3:36][O:35][CH2:34][C@@H:33]([O:32][C:17]1[CH:16]=[C:15]([C:12]2[NH:11][C:10]([C:8]3[O:9][CH2:2][C@@H:3]([C@@H:4]([OH:6])[CH3:5])[N:7]=3)=[CH:14][CH:13]=2)[CH:20]=[C:19]([O:21][Si:22]([CH:29]([CH3:30])[CH3:31])([CH:26]([CH3:27])[CH3:28])[CH:23]([CH3:24])[CH3:25])[CH:18]=1)[CH3:37]. Given the reactants O[CH2:2][C@H:3]([NH:7][C:8]([C:10]1[NH:11][C:12]([C:15]2[CH:20]=[C:19]([O:21][Si:22]([CH:29]([CH3:31])[CH3:30])([CH:26]([CH3:28])[CH3:27])[CH:23]([CH3:25])[CH3:24])[CH:18]=[C:17]([O:32][C@@H:33]([CH3:37])[CH2:34][O:35][CH3:36])[CH:16]=2)=[CH:13][CH:14]=1)=[O:9])[C@@H:4]([OH:6])[CH3:5].CS(O)(=O)=O.C(N(CC)CC)C.[Cl-].[NH4+], predict the reaction product. (2) Given the reactants [CH2:1]([O:3][C:4](=[O:18])[CH2:5][CH2:6][C:7]1[C:15]2[O:14][CH2:13][C:12]([CH3:17])([CH3:16])[C:11]=2[CH:10]=[CH:9][CH:8]=1)[CH3:2].[Br:19]Br, predict the reaction product. The product is: [CH2:1]([O:3][C:4](=[O:18])[CH2:5][CH2:6][C:7]1[C:15]2[O:14][CH2:13][C:12]([CH3:17])([CH3:16])[C:11]=2[CH:10]=[C:9]([Br:19])[CH:8]=1)[CH3:2]. (3) Given the reactants [CH3:1][C:2]1([CH3:7])[CH2:6][CH2:5][NH:4][CH2:3]1.Cl.[Cl:9][C:10]1[CH:15]=[CH:14][C:13]([NH:16]N)=[CH:12][CH:11]=1.[CH3:18][N:19]1[CH2:24][CH2:23][C:22](=O)[CH2:21][CH2:20]1.[CH2:26](N(CC)CC)[CH3:27], predict the reaction product. The product is: [Cl:9][C:10]1[CH:15]=[CH:14][C:13]2[N:16]([CH2:26][CH2:27][N:4]3[CH2:5][CH2:6][C:2]([CH3:7])([CH3:1])[CH2:3]3)[C:22]3[CH2:21][CH2:20][N:19]([CH3:18])[CH2:24][C:23]=3[C:12]=2[CH:11]=1. (4) Given the reactants [CH:1]([N:4]1[CH2:9][CH2:8][CH:7]([N:10]([CH2:27][C:28]2[S:29][CH:30]=[CH:31][N:32]=2)[S:11]([CH2:14][CH2:15][N:16]2C(=O)C3C(=CC=CC=3)C2=O)(=[O:13])=[O:12])[CH2:6][CH2:5]1)([CH3:3])[CH3:2].NN, predict the reaction product. The product is: [CH:1]([N:4]1[CH2:9][CH2:8][CH:7]([N:10]([CH2:27][C:28]2[S:29][CH:30]=[CH:31][N:32]=2)[S:11]([CH2:14][CH2:15][NH2:16])(=[O:12])=[O:13])[CH2:6][CH2:5]1)([CH3:3])[CH3:2]. (5) Given the reactants C([O:3][C:4]([C:6]1[N:7]([CH3:17])[C:8]2[C:13]([CH:14]=1)=[CH:12][CH:11]=[C:10]([C:15]#[N:16])[CH:9]=2)=[O:5])C.Cl, predict the reaction product. The product is: [C:15]([C:10]1[CH:9]=[C:8]2[C:13]([CH:14]=[C:6]([C:4]([OH:5])=[O:3])[N:7]2[CH3:17])=[CH:12][CH:11]=1)#[N:16]. (6) Given the reactants C1CCN2C(=NCCC2)CC1.[Br:12][C:13]1[CH:20]=[CH:19][C:16]([CH:17]=[O:18])=[CH:15][CH:14]=1.[N:21]([C:23]1[CH:28]=[CH:27][CH:26]=[CH:25][CH:24]=1)=[O:22], predict the reaction product. The product is: [Br:12][C:13]1[CH:20]=[CH:19][C:16]([C:17]([N:21]([OH:22])[C:23]2[CH:28]=[CH:27][CH:26]=[CH:25][CH:24]=2)=[O:18])=[CH:15][CH:14]=1. (7) Given the reactants [CH3:1][O:2][C:3](=[O:25])[CH2:4][C@:5]1([CH2:22][CH2:23][CH3:24])[C:10]2[NH:11][C:12]3[C:17]([C:9]=2[CH2:8][CH2:7][O:6]1)=[C:16]([C:18]#[N:19])[CH:15]=[C:14]([OH:20])[C:13]=3[CH3:21].[CH3:26][N:27]([C:29]1[S:33][N:32]=[C:31]([CH2:34]Cl)[N:30]=1)[CH3:28].C(=O)([O-])[O-].[K+].[K+].[I-].[K+], predict the reaction product. The product is: [CH3:1][O:2][C:3](=[O:25])[CH2:4][C@:5]1([CH2:22][CH2:23][CH3:24])[C:10]2[NH:11][C:12]3[C:17]([C:9]=2[CH2:8][CH2:7][O:6]1)=[C:16]([C:18]#[N:19])[CH:15]=[C:14]([O:20][CH2:34][C:31]1[N:30]=[C:29]([N:27]([CH3:28])[CH3:26])[S:33][N:32]=1)[C:13]=3[CH3:21].